From a dataset of TCR-epitope binding with 47,182 pairs between 192 epitopes and 23,139 TCRs. Binary Classification. Given a T-cell receptor sequence (or CDR3 region) and an epitope sequence, predict whether binding occurs between them. (1) The epitope is MPASWVMRI. The TCR CDR3 sequence is CATSDFQGSAGELFF. Result: 1 (the TCR binds to the epitope). (2) The epitope is NLWNTFTRL. The TCR CDR3 sequence is CASSLRDEQYF. Result: 0 (the TCR does not bind to the epitope). (3) The epitope is KLSYGIATV. The TCR CDR3 sequence is CASRAGSPTDTQYF. Result: 1 (the TCR binds to the epitope).